Dataset: Catalyst prediction with 721,799 reactions and 888 catalyst types from USPTO. Task: Predict which catalyst facilitates the given reaction. Reactant: [CH2:1]([C:8]1([C:17]#[C:18][Si:19]([CH3:22])([CH3:21])[CH3:20])[CH2:13][C:12](=[CH:14]O)[C:11](=[O:16])[CH:10]=[CH:9]1)[C:2]1[CH:7]=[CH:6][CH:5]=[CH:4][CH:3]=1.Cl.[NH2:24]O. Product: [CH2:1]([C:8]1([C:17]#[C:18][Si:19]([CH3:22])([CH3:21])[CH3:20])[CH2:13][C:12]2[CH:14]=[N:24][O:16][C:11]=2[CH:10]=[CH:9]1)[C:2]1[CH:7]=[CH:6][CH:5]=[CH:4][CH:3]=1. The catalyst class is: 40.